Dataset: Catalyst prediction with 721,799 reactions and 888 catalyst types from USPTO. Task: Predict which catalyst facilitates the given reaction. Reactant: [F:1][C:2]([F:44])([F:43])[C:3]1[CH:4]=[C:5]([C@H:13]([O:15][C@H:16]2[CH2:24][N:23]3[C@@H:18]([CH2:19][C:20]([C:26]4[CH2:35][CH2:34][C:29]5(OCC[O:30]5)[CH2:28][CH:27]=4)=[CH:21][C:22]3=[O:25])[C@@H:17]2[C:36]2[CH:41]=[CH:40][C:39]([F:42])=[CH:38][CH:37]=2)[CH3:14])[CH:6]=[C:7]([C:9]([F:12])([F:11])[F:10])[CH:8]=1.CC1C=CC(S([O-])(=O)=O)=CC=1.C1C=C[NH+]=CC=1.O. Product: [F:12][C:9]([F:10])([F:11])[C:7]1[CH:6]=[C:5]([C@H:13]([O:15][C@H:16]2[CH2:24][N:23]3[C@@H:18]([CH2:19][C:20]([C:26]4[CH2:35][CH2:34][C:29](=[O:30])[CH2:28][CH:27]=4)=[CH:21][C:22]3=[O:25])[C@@H:17]2[C:36]2[CH:41]=[CH:40][C:39]([F:42])=[CH:38][CH:37]=2)[CH3:14])[CH:4]=[C:3]([C:2]([F:1])([F:43])[F:44])[CH:8]=1. The catalyst class is: 21.